Predict the product of the given reaction. From a dataset of Forward reaction prediction with 1.9M reactions from USPTO patents (1976-2016). (1) Given the reactants [F:1][C:2]1[CH:32]=[CH:31][C:5]([C:6]([C:8]2[CH:30]=[CH:29][C:11]([O:12][CH2:13][C:14]#[C:15][C:16]3[CH:21]=[CH:20][C:19]([CH2:22][C@H:23]([O:27][CH3:28])[C:24]([OH:26])=[O:25])=[CH:18][CH:17]=3)=[CH:10][CH:9]=2)=O)=[CH:4][CH:3]=1.[NH2:33][OH:34].N1C=CC=CC=1, predict the reaction product. The product is: [F:1][C:2]1[CH:32]=[CH:31][C:5]([C:6](=[N:33][OH:34])[C:8]2[CH:30]=[CH:29][C:11]([O:12][CH2:13][C:14]#[C:15][C:16]3[CH:21]=[CH:20][C:19]([CH2:22][C@H:23]([O:27][CH3:28])[C:24]([OH:26])=[O:25])=[CH:18][CH:17]=3)=[CH:10][CH:9]=2)=[CH:4][CH:3]=1. (2) Given the reactants [F:1][C:2]1[CH:8]=[CH:7][CH:6]=[CH:5][C:3]=1[NH2:4].C1(CN)CCCCC1.[O:17]=[C:18]1[C:26]2([CH2:30][O:29][C:28]3[CH:31]=[C:32]4[C:36](=[CH:37][C:27]2=3)[CH2:35][CH2:34][O:33]4)[C:25]2[C:20](=[CH:21][CH:22]=[CH:23][CH:24]=2)[N:19]1[CH2:38][C:39]1[CH:47]=[CH:46][CH:45]=[CH:44][C:40]=1[C:41](O)=[O:42].O=C1C2(COC3C=C4C(=CC2=3)CCO4)C2C(=CC=CC=2)N1CC1C=C(C=CC=1)C(O)=O, predict the reaction product. The product is: [F:1][C:2]1[CH:8]=[CH:7][CH:6]=[CH:5][C:3]=1[NH:4][C:41](=[O:42])[C:40]1[CH:44]=[CH:45][CH:46]=[CH:47][C:39]=1[CH2:38][N:19]1[C:20]2[C:25](=[CH:24][CH:23]=[CH:22][CH:21]=2)[C:26]2([CH2:30][O:29][C:28]3[CH:31]=[C:32]4[C:36](=[CH:37][C:27]2=3)[CH2:35][CH2:34][O:33]4)[C:18]1=[O:17]. (3) Given the reactants Cl.[NH2:2]O.[CH2:4]([N:11]1[CH2:16][CH2:15][CH2:14][CH2:13][C:12]1=O)[C:5]1[CH:10]=[CH:9][CH:8]=[CH:7][CH:6]=1.[H-].[Al+3].[Li+].[H-].[H-].[H-], predict the reaction product. The product is: [NH2:2][CH:14]1[CH2:15][CH2:16][N:11]([CH2:4][C:5]2[CH:10]=[CH:9][CH:8]=[CH:7][CH:6]=2)[CH2:12][CH2:13]1. (4) Given the reactants Br[C:2]1[CH:3]=[C:4]([CH:8]=[CH:9][CH:10]=1)[CH2:5][CH2:6][OH:7].[S:11]1[CH:15]=[CH:14][C:13](B(O)O)=[CH:12]1.C([O-])([O-])=O.[Na+].[Na+], predict the reaction product. The product is: [S:11]1[CH:15]=[CH:14][C:13]([C:2]2[CH:3]=[C:4]([CH2:5][CH2:6][OH:7])[CH:8]=[CH:9][CH:10]=2)=[CH:12]1. (5) Given the reactants [CH2:1]([Mg]Br)[C:2]1[CH:7]=[CH:6][CH:5]=[CH:4][CH:3]=1.[CH3:10][C:11]1[CH2:16][CH:15]([CH3:17])[CH2:14][C:13](=[O:18])[CH:12]=1, predict the reaction product. The product is: [CH2:1]([C:11]1([CH3:10])[CH2:16][CH:15]([CH3:17])[CH2:14][C:13](=[O:18])[CH2:12]1)[C:2]1[CH:7]=[CH:6][CH:5]=[CH:4][CH:3]=1. (6) Given the reactants [CH3:1][CH2:2][CH2:3][CH2:4][CH2:5][N:6]([CH2:8][CH2:9][C:10]([P:16]([OH:19])([OH:18])=[O:17])([P:12]([OH:15])([OH:14])=[O:13])[OH:11])[CH3:7].C([O-])(=O)C.[Na+:24], predict the reaction product. The product is: [CH3:1][CH2:2][CH2:3][CH2:4][CH2:5][N:6]([CH2:8][CH2:9][C:10]([P:16]([O-:19])([OH:18])=[O:17])([P:12]([OH:15])([OH:14])=[O:13])[OH:11])[CH3:7].[Na+:24]. (7) Given the reactants O1[CH:5]=[N:4][N:3]=[C:2]1[C:6]1[CH:14]=[CH:13][C:9]2[N:10]=[CH:11][NH:12][C:8]=2[CH:7]=1.[CH3:15][O:16][C:17]1[CH:18]=[C:19]([CH:22]=[CH:23][C:24]=1[O:25][CH3:26])[CH2:20][NH2:21], predict the reaction product. The product is: [CH3:15][O:16][C:17]1[CH:18]=[C:19]([CH:22]=[CH:23][C:24]=1[O:25][CH3:26])[CH2:20][N:21]1[CH:5]=[N:4][N:3]=[C:2]1[C:6]1[CH:14]=[CH:13][C:9]2[NH:10][CH:11]=[N:12][C:8]=2[CH:7]=1.